Dataset: Forward reaction prediction with 1.9M reactions from USPTO patents (1976-2016). Task: Predict the product of the given reaction. (1) Given the reactants [Br:1][C:2]1[CH:7]=[CH:6][CH:5]=[C:4](F)[N:3]=1.[O:9]1[CH2:14][CH2:13][CH:12]([C@@H:15]([NH2:17])[CH3:16])[CH2:11][CH2:10]1.CCN(C(C)C)C(C)C.CS(C)=O, predict the reaction product. The product is: [Br:1][C:2]1[N:3]=[C:4]([NH:17][C@H:15]([CH:12]2[CH2:13][CH2:14][O:9][CH2:10][CH2:11]2)[CH3:16])[CH:5]=[CH:6][CH:7]=1. (2) Given the reactants [Cl:1][C:2]1[CH:3]=[C:4]([C@H:8]2[O:12]C(=O)[N:10]([CH2:14][CH2:15][C:16]3[CH:21]=[CH:20][C:19]([S:22]([C:25]4[CH:39]=[CH:38][C:28]([O:29][C:30]([CH3:37])([CH3:36])[C:31]([O:33]CC)=[O:32])=[CH:27][CH:26]=4)(=[O:24])=[O:23])=[CH:18][CH:17]=3)[CH2:9]2)[CH:5]=[CH:6][CH:7]=1.[OH-].[Na+].Cl, predict the reaction product. The product is: [ClH:1].[Cl:1][C:2]1[CH:3]=[C:4]([C@@H:8]([OH:12])[CH2:9][NH:10][CH2:14][CH2:15][C:16]2[CH:17]=[CH:18][C:19]([S:22]([C:25]3[CH:26]=[CH:27][C:28]([O:29][C:30]([CH3:37])([CH3:36])[C:31]([OH:33])=[O:32])=[CH:38][CH:39]=3)(=[O:23])=[O:24])=[CH:20][CH:21]=2)[CH:5]=[CH:6][CH:7]=1. (3) The product is: [OH:11][C:10]1[CH:9]=[CH:8][C:4]([C:5]([O:7][CH3:18])=[O:6])=[CH:3][C:2]=1[I:1]. Given the reactants [I:1][C:2]1[CH:3]=[C:4]([CH:8]=[CH:9][C:10]=1[OH:11])[C:5]([OH:7])=[O:6].S(=O)(=O)(O)O.Cl[CH2:18]Cl.C(=O)(O)[O-].[Na+], predict the reaction product. (4) Given the reactants [Cl:1][C:2]1[C:3]2[CH:17]=[C:16]([CH2:18][CH3:19])[NH:15][C:4]=2[N:5]=[C:6]([S:8][C:9]2[CH:10]=[N:11][CH:12]=[CH:13][CH:14]=2)[N:7]=1.[Cl-].[Al+3].[Cl-].[Cl-].[C:24](Cl)(=[O:26])[CH3:25], predict the reaction product. The product is: [Cl:1][C:2]1[C:3]2[C:17]([C:24](=[O:26])[CH3:25])=[C:16]([CH2:18][CH3:19])[NH:15][C:4]=2[N:5]=[C:6]([S:8][C:9]2[CH:10]=[N:11][CH:12]=[CH:13][CH:14]=2)[N:7]=1. (5) Given the reactants CC(C)[O-].[Al+3].CC(C)[O-].CC(C)[O-].[Cl:14][CH2:15][C:16](=[O:31])[C@@H:17]([NH:26][C:27](=[O:30])[O:28][CH3:29])[CH2:18][S:19][C:20]1[CH:25]=[CH:24][CH:23]=[CH:22][CH:21]=1.Cl, predict the reaction product. The product is: [Cl:14][CH2:15][C@@H:16]([OH:31])[C@@H:17]([NH:26][C:27](=[O:30])[O:28][CH3:29])[CH2:18][S:19][C:20]1[CH:25]=[CH:24][CH:23]=[CH:22][CH:21]=1. (6) Given the reactants [CH3:1][CH:2]1[C:7]([CH:9]=[O:10])(C)[CH2:6][CH2:5][CH:4]=[CH:3]1.S([O-])([O-])(=O)=O.[Na+].[Na+].[CH2:18]([CH2:20][NH2:21])O.[CH3:22]O, predict the reaction product. The product is: [CH3:1][CH:2]1[CH:3]=[C:4]([CH3:22])[CH2:5][CH2:6][CH:7]1[CH:9]1[NH:21][CH2:20][CH2:18][O:10]1. (7) Given the reactants [N+:1]([C:4]1[CH:5]=[C:6]([C:12]2[O:13][C:14]3[CH:20]=[CH:19][C:18](Br)=[CH:17][C:15]=3[N:16]=2)[CH:7]=[CH:8][C:9]=1[O:10][CH3:11])([O-:3])=[O:2].[CH3:22][O:23][C:24]1[CH:29]=[CH:28][C:27](B(O)O)=[CH:26][CH:25]=1, predict the reaction product. The product is: [N+:1]([C:4]1[CH:5]=[C:6]([C:12]2[O:13][C:14]3[CH:20]=[CH:19][C:18]([C:27]4[CH:28]=[CH:29][C:24]([O:23][CH3:22])=[CH:25][CH:26]=4)=[CH:17][C:15]=3[N:16]=2)[CH:7]=[CH:8][C:9]=1[O:10][CH3:11])([O-:3])=[O:2]. (8) Given the reactants [N+:1]([O-:4])([O-])=[O:2].[K+].C[Si](Cl)(C)C.[C:11](=[O:27])([O:25][CH3:26])[O:12][C:13]1[CH:18]=[CH:17][C:16]([CH2:19][CH3:20])=[CH:15][C:14]=1[C:21]([CH3:24])([CH3:23])[CH3:22].[Al+3].[Cl-].[Cl-].[Cl-], predict the reaction product. The product is: [C:11](=[O:27])([O:25][CH3:26])[O:12][C:13]1[CH:18]=[C:17]([N+:1]([O-:4])=[O:2])[C:16]([CH2:19][CH3:20])=[CH:15][C:14]=1[C:21]([CH3:22])([CH3:23])[CH3:24].